Task: Regression. Given two drug SMILES strings and cell line genomic features, predict the synergy score measuring deviation from expected non-interaction effect.. Dataset: NCI-60 drug combinations with 297,098 pairs across 59 cell lines (1) Drug 1: C1CC(=O)NC(=O)C1N2CC3=C(C2=O)C=CC=C3N. Drug 2: CCC1(CC2CC(C3=C(CCN(C2)C1)C4=CC=CC=C4N3)(C5=C(C=C6C(=C5)C78CCN9C7C(C=CC9)(C(C(C8N6C)(C(=O)OC)O)OC(=O)C)CC)OC)C(=O)OC)O.OS(=O)(=O)O. Cell line: COLO 205. Synergy scores: CSS=32.9, Synergy_ZIP=0.655, Synergy_Bliss=-0.297, Synergy_Loewe=-29.8, Synergy_HSA=-1.30. (2) Drug 1: CC1=CC=C(C=C1)C2=CC(=NN2C3=CC=C(C=C3)S(=O)(=O)N)C(F)(F)F. Drug 2: CC1=C(C(=O)C2=C(C1=O)N3CC4C(C3(C2COC(=O)N)OC)N4)N. Cell line: SN12C. Synergy scores: CSS=15.6, Synergy_ZIP=-7.43, Synergy_Bliss=-1.37, Synergy_Loewe=-24.5, Synergy_HSA=-4.71.